From a dataset of Forward reaction prediction with 1.9M reactions from USPTO patents (1976-2016). Predict the product of the given reaction. Given the reactants [F:1][C:2]1[CH:7]=[C:6]([I:8])[CH:5]=[CH:4][C:3]=1[NH2:9].[C:10](OC(=O)C)(=[O:12])[CH3:11].C(O)C, predict the reaction product. The product is: [F:1][C:2]1[CH:7]=[C:6]([I:8])[CH:5]=[CH:4][C:3]=1[NH:9][C:10](=[O:12])[CH3:11].